This data is from Full USPTO retrosynthesis dataset with 1.9M reactions from patents (1976-2016). The task is: Predict the reactants needed to synthesize the given product. The reactants are: C(C1C=C(C=O)C(O)=C(C2C=CC(OC(F)(F)F)=CC=2)C=1)(C)(C)C.Br[C:26]1[C:27]([OH:38])=[C:28]([CH:31]=[C:32]([C:34]([CH3:37])([CH3:36])[CH3:35])[CH:33]=1)[CH:29]=[O:30].[Cl:39][C:40]1[CH:41]=[C:42](B(O)O)[CH:43]=[CH:44][C:45]=1[C:46]([F:49])([F:48])[F:47]. Given the product [C:34]([C:32]1[CH:31]=[C:28]([CH:29]=[O:30])[C:27]([OH:38])=[C:26]([C:42]2[CH:43]=[CH:44][C:45]([C:46]([F:48])([F:49])[F:47])=[C:40]([Cl:39])[CH:41]=2)[CH:33]=1)([CH3:37])([CH3:36])[CH3:35], predict the reactants needed to synthesize it.